From a dataset of Forward reaction prediction with 1.9M reactions from USPTO patents (1976-2016). Predict the product of the given reaction. (1) Given the reactants Cl.[CH3:2][O:3][C:4]([CH:6]1[C:11](=[O:12])[CH2:10][CH2:9][N:8](CC2C=CC=CC=2)[CH2:7]1)=[O:5].C(N(CC)CC)C.[CH3:39][C:38]([O:37][C:35](O[C:35]([O:37][C:38]([CH3:41])([CH3:40])[CH3:39])=[O:36])=[O:36])([CH3:41])[CH3:40], predict the reaction product. The product is: [CH3:2][O:3][C:4]([CH:6]1[C:11](=[O:12])[CH2:10][CH2:9][N:8]([C:35]([O:37][C:38]([CH3:39])([CH3:40])[CH3:41])=[O:36])[CH2:7]1)=[O:5]. (2) Given the reactants [N:1]1([CH2:7][CH2:8][O:9][C:10]2[CH:11]=[C:12]([C:16]3[N:20]4[CH:21]=[C:22]([O:25][C@H:26]5[C:35]6[C:30](=[CH:31][CH:32]=[CH:33][CH:34]=6)[C@@H:29]([NH2:36])[CH2:28][CH2:27]5)[CH:23]=[CH:24][C:19]4=[N:18][N:17]=3)[CH:13]=[CH:14][CH:15]=2)[CH2:6][CH2:5][O:4][CH2:3][CH2:2]1.ClC(Cl)(Cl)C[O:40][C:41](=O)[NH:42][C:43]1[N:44]([C:52]2[CH:57]=[CH:56][C:55]([CH3:58])=[CH:54][CH:53]=2)[N:45]=[C:46]([C:48]([CH3:51])([CH3:50])[CH3:49])[CH:47]=1, predict the reaction product. The product is: [C:48]([C:46]1[CH:47]=[C:43]([NH:42][C:41]([NH:36][C@@H:29]2[C:30]3[C:35](=[CH:34][CH:33]=[CH:32][CH:31]=3)[C@H:26]([O:25][C:22]3[CH:23]=[CH:24][C:19]4[N:20]([C:16]([C:12]5[CH:13]=[CH:14][CH:15]=[C:10]([O:9][CH2:8][CH2:7][N:1]6[CH2:6][CH2:5][O:4][CH2:3][CH2:2]6)[CH:11]=5)=[N:17][N:18]=4)[CH:21]=3)[CH2:27][CH2:28]2)=[O:40])[N:44]([C:52]2[CH:57]=[CH:56][C:55]([CH3:58])=[CH:54][CH:53]=2)[N:45]=1)([CH3:51])([CH3:49])[CH3:50]. (3) Given the reactants C(N1[CH:12]=[CH:11]N=C1)(N1C=CN=C1)=O.[CH3:13][O:14][C:15]1[CH:19]=[C:18]([C:20]([OH:22])=[O:21])[S:17][C:16]=1[C:23]([OH:25])=[O:24].[CH2:26](O)[C:27]1[CH:35]=[CH:34][C:33]2[O:32][CH2:31][O:30][C:29]=2[CH:28]=1, predict the reaction product. The product is: [O:32]1[C:33]2[CH:34]=[CH:35][C:27]([CH:26]([O:24][C:23]([C:16]3[S:17][C:18]([C:20]([OH:22])=[O:21])=[CH:19][C:15]=3[O:14][CH3:13])=[O:25])[C:12]3[CH:11]=[CH:28][C:29]4[O:30][CH2:31][O:32][C:33]=4[CH:34]=3)=[CH:28][C:29]=2[O:30][CH2:31]1. (4) The product is: [CH2:18]([C:21]1[CH:22]=[CH:23][C:24]([C:25]([NH:1][C:2]2[CH:7]=[CH:6][C:5]([S:8](=[O:10])(=[O:9])[NH:11][C@H:12]3[CH2:16][CH2:15][O:14][C:13]3=[O:17])=[CH:4][CH:3]=2)=[O:26])=[CH:28][CH:29]=1)[CH2:19][CH3:20]. Given the reactants [NH2:1][C:2]1[CH:7]=[CH:6][C:5]([S:8]([NH:11][C@H:12]2[CH2:16][CH2:15][O:14][C:13]2=[O:17])(=[O:10])=[O:9])=[CH:4][CH:3]=1.[CH2:18]([C:21]1[CH:29]=[CH:28][C:24]([C:25](Cl)=[O:26])=[CH:23][CH:22]=1)[CH2:19][CH3:20], predict the reaction product. (5) The product is: [CH3:1][O:2][CH:3]1[CH2:8][CH2:7][CH:6]([O:9][C:17]2[CH:24]=[CH:23][C:22]([C:25]3[N:30]=[C:29]([NH:31][C:32]4[CH:33]=[CH:34][C:35]([N:38]5[CH2:43][CH2:42][N:41]([CH:44]6[CH2:47][O:46][CH2:45]6)[CH2:40][CH2:39]5)=[CH:36][CH:37]=4)[N:28]=[CH:27][N:26]=3)=[CH:21][C:18]=2[C:19]#[N:20])[CH2:5][CH2:4]1. Given the reactants [CH3:1][O:2][CH:3]1[CH2:8][CH2:7][CH:6]([OH:9])[CH2:5][CH2:4]1.CC(C)([O-])C.[K+].F[C:17]1[CH:24]=[CH:23][C:22]([C:25]2[N:30]=[C:29]([NH:31][C:32]3[CH:37]=[CH:36][C:35]([N:38]4[CH2:43][CH2:42][N:41]([CH:44]5[CH2:47][O:46][CH2:45]5)[CH2:40][CH2:39]4)=[CH:34][CH:33]=3)[N:28]=[CH:27][N:26]=2)=[CH:21][C:18]=1[C:19]#[N:20], predict the reaction product.